From a dataset of Full USPTO retrosynthesis dataset with 1.9M reactions from patents (1976-2016). Predict the reactants needed to synthesize the given product. The reactants are: [N:1]1C(Cl)=NC(Cl)=NC=1Cl.C[CH2:11][N:12]([CH:16]([CH3:18])[CH3:17])[CH:13]([CH3:15])C.Cl[C:20]1[N:25]=[C:24](Cl)[N:23]=[C:22]([NH:27][C:28]2[CH:33]=[CH:32][C:31]([O:34][CH3:35])=[C:30]([F:36])[CH:29]=2)[N:21]=1.N[CH2:38][CH:39]1[CH2:43][CH2:42][CH2:41][N:40]1CC.[O:46]1[CH2:51]COCC1. Given the product [CH2:39]([N:40]1[CH2:41][CH2:42][CH2:43][CH:20]1[NH:25][C:24]1[N:23]=[C:22]([NH:27][C:28]2[CH:33]=[CH:32][C:31]([O:34][CH3:35])=[C:30]([F:36])[CH:29]=2)[N:21]=[C:11]([N:12]2[CH2:13][CH2:15][CH2:18][C@H:16]2[CH2:17][O:46][CH3:51])[N:1]=1)[CH3:38], predict the reactants needed to synthesize it.